The task is: Predict which catalyst facilitates the given reaction.. This data is from Catalyst prediction with 721,799 reactions and 888 catalyst types from USPTO. (1) Reactant: [N:1]1[CH:6]=[CH:5][N:4]=[CH:3][C:2]=1[C:7]([OH:9])=O.C(N1C=CN=C1)(N1C=CN=C1)=O.[NH2:22][C:23]1[CH:24]=[C:25]([CH:29]2[C:38]([CH3:40])([CH3:39])[CH2:37][C:36]3[C:31](=[C:32]([C:42]([OH:44])=[O:43])[CH:33]=[C:34]([Cl:41])[CH:35]=3)[NH:30]2)[CH:26]=[CH:27][CH:28]=1. Product: [Cl:41][C:34]1[CH:35]=[C:36]2[C:31](=[C:32]([C:42]([OH:44])=[O:43])[CH:33]=1)[NH:30][CH:29]([C:25]1[CH:26]=[CH:27][CH:28]=[C:23]([NH:22][C:7]([C:2]3[CH:3]=[N:4][CH:5]=[CH:6][N:1]=3)=[O:9])[CH:24]=1)[C:38]([CH3:40])([CH3:39])[CH2:37]2. The catalyst class is: 9. (2) Reactant: [C:1]1([C:7]2C=C[N:10]=[CH:9][C:8]=2[C:13]2[CH:14]=[N:15][N:16]3[C:21]([N:22]([CH2:31][O:32][CH2:33][CH2:34][Si:35]([CH3:38])([CH3:37])[CH3:36])[CH2:23][O:24][CH2:25][CH2:26][Si:27]([CH3:30])([CH3:29])[CH3:28])=[CH:20][C:19]([CH:39]4[CH2:44][CH2:43][S:42](=[O:46])(=[O:45])[CH2:41][CH2:40]4)=[N:18][C:17]=23)[CH:6]=[CH:5][CH:4]=[CH:3][CH:2]=1.C1C(=O)N(Br)C(=O)C1. Product: [N:10]1[C:2]2[C:1](=[CH:6][CH:5]=[CH:4][CH:3]=2)[CH:7]=[C:8]([C:13]2[CH:14]=[N:15][N:16]3[C:21]([N:22]([CH2:23][O:24][CH2:25][CH2:26][Si:27]([CH3:29])([CH3:30])[CH3:28])[CH2:31][O:32][CH2:33][CH2:34][Si:35]([CH3:36])([CH3:37])[CH3:38])=[CH:20][C:19]([CH:39]4[CH2:40][CH2:41][S:42](=[O:46])(=[O:45])[CH2:43][CH2:44]4)=[N:18][C:17]=23)[CH:9]=1. The catalyst class is: 10. (3) Reactant: [OH:1][C:2]1[CH:3]=[C:4]([NH:8][S:9]([C:12]2[CH:25]=[CH:24][C:23]3[C:22](=O)[C:21]4[C:16](=[CH:17][C:18]([S:27]([NH:30][C:31]5[CH:36]=[CH:35][CH:34]=[C:33]([OH:37])[CH:32]=5)(=[O:29])=[O:28])=[CH:19][CH:20]=4)[C:15](=[O:38])[C:14]=3[CH:13]=2)(=[O:11])=[O:10])[CH:5]=[CH:6][CH:7]=1.Cl.[NH2:40][OH:41]. Product: [OH:41][N:40]=[C:22]1[C:23]2[C:14](=[CH:13][C:12]([S:9]([NH:8][C:4]3[CH:5]=[CH:6][CH:7]=[C:2]([OH:1])[CH:3]=3)(=[O:11])=[O:10])=[CH:25][CH:24]=2)[C:15](=[O:38])[C:16]2[CH:17]=[C:18]([S:27]([NH:30][C:31]3[CH:36]=[CH:35][CH:34]=[C:33]([OH:37])[CH:32]=3)(=[O:29])=[O:28])[CH:19]=[CH:20][C:21]1=2. The catalyst class is: 5. (4) Reactant: [C:1]([O:5][C:6]([N:8]([C:35]([O:37][C:38]([CH3:41])([CH3:40])[CH3:39])=[O:36])[C:9]1[CH:14]=[C:13]([CH2:15][C@H:16]2[C:19](=[O:20])[NH:18][C@@H:17]2[C:21]([N:23]([S:25]([C:28]2[CH:33]=[CH:32][C:31]([F:34])=[CH:30][CH:29]=2)(=[O:27])=[O:26])[CH3:24])=[O:22])[CH:12]=[CH:11][N:10]=1)=[O:7])([CH3:4])([CH3:3])[CH3:2].[CH3:42][C@@H:43]([N:50]=[C:51]=[O:52])[C:44]1[CH:49]=[CH:48][CH:47]=[CH:46][CH:45]=1. Product: [C:1]([O:5][C:6]([N:8]([C:35]([O:37][C:38]([CH3:41])([CH3:40])[CH3:39])=[O:36])[C:9]1[CH:14]=[C:13]([CH2:15][C@H:16]2[C:19](=[O:20])[N:18]([C:51]([NH:50][C@@H:43]([C:44]3[CH:49]=[CH:48][CH:47]=[CH:46][CH:45]=3)[CH3:42])=[O:52])[C@@H:17]2[C:21]([N:23]([S:25]([C:28]2[CH:29]=[CH:30][C:31]([F:34])=[CH:32][CH:33]=2)(=[O:27])=[O:26])[CH3:24])=[O:22])[CH:12]=[CH:11][N:10]=1)=[O:7])([CH3:4])([CH3:3])[CH3:2]. The catalyst class is: 3. (5) Reactant: Cl.[F:2][C:3]1([F:13])[CH2:7][NH:6][C@@H:5]([CH2:8][CH2:9][C:10]([OH:12])=[O:11])[CH2:4]1.[Br:14][C:15]1[CH:20]=[C:19]([F:21])[CH:18]=[CH:17][C:16]=1[C@H:22]1[C:27]([C:28]([O:30][CH2:31][CH3:32])=[O:29])=[C:26]([CH2:33]Br)[NH:25][C:24]([C:35]2[S:36][CH:37]=[CH:38][N:39]=2)=[N:23]1.C(=O)([O-])[O-].[K+].[K+]. Product: [Br:14][C:15]1[CH:20]=[C:19]([F:21])[CH:18]=[CH:17][C:16]=1[C@@H:22]1[N:23]=[C:24]([C:35]2[S:36][CH:37]=[CH:38][N:39]=2)[NH:25][C:26]([CH2:33][N:6]2[CH2:7][C:3]([F:2])([F:13])[CH2:4][C@@H:5]2[CH2:8][CH2:9][C:10]([OH:12])=[O:11])=[C:27]1[C:28]([O:30][CH2:31][CH3:32])=[O:29]. The catalyst class is: 8. (6) The catalyst class is: 7. Reactant: O[CH2:2][C@H:3]([NH:11][C:12](=[O:25])[NH:13][C:14]1[S:15][C:16]([C:20]([O:22][CH2:23][CH3:24])=[O:21])=[C:17]([CH3:19])[N:18]=1)[CH2:4][C:5]1[CH:10]=[CH:9][CH:8]=[CH:7][CH:6]=1.C(N(CC)C(C)C)(C)C.CS(Cl)(=O)=O.C(=O)([O-])[O-].[K+].[K+]. Product: [CH2:4]([C@@H:3]1[CH2:2][N:13]([C:14]2[S:15][C:16]([C:20]([O:22][CH2:23][CH3:24])=[O:21])=[C:17]([CH3:19])[N:18]=2)[C:12](=[O:25])[NH:11]1)[C:5]1[CH:10]=[CH:9][CH:8]=[CH:7][CH:6]=1. (7) The catalyst class is: 3. Product: [CH3:20][N:25]1[CH2:24][CH2:23][CH2:22][C@H:21]1[C:36]([NH:7][C:6]1[CH:8]=[CH:9][CH:10]=[C:4]([N+:1]([O-:3])=[O:2])[CH:5]=1)=[O:37]. Reactant: [N+:1]([C:4]1[CH:5]=[C:6]([CH:8]=[CH:9][CH:10]=1)[NH2:7])([O-:3])=[O:2].CN(C(ON1N=N[C:21]2[CH:22]=[CH:23][CH:24]=[N:25][C:20]1=2)=[N+](C)C)C.F[P-](F)(F)(F)(F)F.C[CH2:36][O:37]C(C)=O.